From a dataset of NCI-60 drug combinations with 297,098 pairs across 59 cell lines. Regression. Given two drug SMILES strings and cell line genomic features, predict the synergy score measuring deviation from expected non-interaction effect. (1) Drug 2: C1CC(CCC1OC2=C(C(=CC=C2)Cl)F)(CC3=NC(=CC=C3)NC4=NC=CS4)C(=O)O. Cell line: HCT116. Synergy scores: CSS=62.9, Synergy_ZIP=-4.94, Synergy_Bliss=-7.45, Synergy_Loewe=-18.0, Synergy_HSA=-3.68. Drug 1: CN(CC1=CN=C2C(=N1)C(=NC(=N2)N)N)C3=CC=C(C=C3)C(=O)NC(CCC(=O)O)C(=O)O. (2) Drug 1: CC(C1=C(C=CC(=C1Cl)F)Cl)OC2=C(N=CC(=C2)C3=CN(N=C3)C4CCNCC4)N. Drug 2: C1=CC(=CC=C1CCC2=CNC3=C2C(=O)NC(=N3)N)C(=O)NC(CCC(=O)O)C(=O)O. Cell line: SR. Synergy scores: CSS=73.9, Synergy_ZIP=5.40, Synergy_Bliss=3.59, Synergy_Loewe=3.65, Synergy_HSA=6.92. (3) Drug 1: C1CN1P(=S)(N2CC2)N3CC3. Drug 2: CCC1(CC2CC(C3=C(CCN(C2)C1)C4=CC=CC=C4N3)(C5=C(C=C6C(=C5)C78CCN9C7C(C=CC9)(C(C(C8N6C=O)(C(=O)OC)O)OC(=O)C)CC)OC)C(=O)OC)O.OS(=O)(=O)O. Cell line: RXF 393. Synergy scores: CSS=7.03, Synergy_ZIP=-1.82, Synergy_Bliss=0.825, Synergy_Loewe=-19.4, Synergy_HSA=0.624. (4) Drug 1: CC1=CC2C(CCC3(C2CCC3(C(=O)C)OC(=O)C)C)C4(C1=CC(=O)CC4)C. Drug 2: CN(C)N=NC1=C(NC=N1)C(=O)N. Cell line: MDA-MB-435. Synergy scores: CSS=-6.30, Synergy_ZIP=4.43, Synergy_Bliss=4.02, Synergy_Loewe=-2.43, Synergy_HSA=-1.43. (5) Cell line: SNB-19. Drug 2: CC(C)(C#N)C1=CC(=CC(=C1)CN2C=NC=N2)C(C)(C)C#N. Drug 1: CC12CCC3C(C1CCC2=O)CC(=C)C4=CC(=O)C=CC34C. Synergy scores: CSS=40.6, Synergy_ZIP=0.992, Synergy_Bliss=-0.293, Synergy_Loewe=1.30, Synergy_HSA=0.557. (6) Drug 1: C1CN1P(=S)(N2CC2)N3CC3. Drug 2: COC1=NC(=NC2=C1N=CN2C3C(C(C(O3)CO)O)O)N. Cell line: A498. Synergy scores: CSS=-0.162, Synergy_ZIP=-1.48, Synergy_Bliss=0.479, Synergy_Loewe=-6.07, Synergy_HSA=-1.49. (7) Drug 1: CC(C1=C(C=CC(=C1Cl)F)Cl)OC2=C(N=CC(=C2)C3=CN(N=C3)C4CCNCC4)N. Drug 2: CCC1(CC2CC(C3=C(CCN(C2)C1)C4=CC=CC=C4N3)(C5=C(C=C6C(=C5)C78CCN9C7C(C=CC9)(C(C(C8N6C=O)(C(=O)OC)O)OC(=O)C)CC)OC)C(=O)OC)O.OS(=O)(=O)O. Cell line: M14. Synergy scores: CSS=39.0, Synergy_ZIP=9.35, Synergy_Bliss=12.7, Synergy_Loewe=0.914, Synergy_HSA=9.34. (8) Drug 1: CC1=C2C(C(=O)C3(C(CC4C(C3C(C(C2(C)C)(CC1OC(=O)C(C(C5=CC=CC=C5)NC(=O)C6=CC=CC=C6)O)O)OC(=O)C7=CC=CC=C7)(CO4)OC(=O)C)O)C)OC(=O)C. Drug 2: CC(C)NC(=O)C1=CC=C(C=C1)CNNC.Cl. Cell line: CCRF-CEM. Synergy scores: CSS=70.2, Synergy_ZIP=4.17, Synergy_Bliss=1.68, Synergy_Loewe=-49.0, Synergy_HSA=0.512. (9) Drug 1: CC1C(C(CC(O1)OC2CC(CC3=C2C(=C4C(=C3O)C(=O)C5=C(C4=O)C(=CC=C5)OC)O)(C(=O)C)O)N)O.Cl. Drug 2: C(=O)(N)NO. Cell line: MOLT-4. Synergy scores: CSS=61.4, Synergy_ZIP=5.34, Synergy_Bliss=7.09, Synergy_Loewe=-17.2, Synergy_HSA=7.82. (10) Drug 1: CCCS(=O)(=O)NC1=C(C(=C(C=C1)F)C(=O)C2=CNC3=C2C=C(C=N3)C4=CC=C(C=C4)Cl)F. Drug 2: C1CCC(C(C1)N)N.C(=O)(C(=O)[O-])[O-].[Pt+4]. Cell line: T-47D. Synergy scores: CSS=10.2, Synergy_ZIP=0.934, Synergy_Bliss=6.19, Synergy_Loewe=4.15, Synergy_HSA=5.61.